From a dataset of Reaction yield outcomes from USPTO patents with 853,638 reactions. Predict the reaction yield, written as a fraction of the theoretical maximum amount of product (1.0 means a 100% yield; for example, 0.34 means a 34% yield). (1) The reactants are [Mg].BrCCBr.Br[C:7]1[CH:8]=[CH:9][C:10]([F:18])=[C:11]([CH:13]2[O:17][CH2:16][CH2:15][O:14]2)[CH:12]=1.[N+:19]([C:22]1[C:23]([CH:32]=[O:33])=[CH:24][CH:25]=[C:26]2[C:31]=1[N:30]=[CH:29][CH:28]=[CH:27]2)([O-:21])=[O:20]. The catalyst is C1COCC1. The product is [O:14]1[CH2:15][CH2:16][O:17][CH:13]1[C:11]1[CH:12]=[C:7]([CH:32]([C:23]2[C:22]([N+:19]([O-:21])=[O:20])=[C:31]3[C:26]([CH:27]=[CH:28][CH:29]=[N:30]3)=[CH:25][CH:24]=2)[OH:33])[CH:8]=[CH:9][C:10]=1[F:18]. The yield is 0.740. (2) The reactants are [CH2:1]([O:8][C:9]1[C:13]([O:14][CH2:15][C:16]2[CH:21]=[CH:20][CH:19]=[CH:18][CH:17]=2)=[C:12]([C:22](O)=[O:23])[N:11]([C:25]2[CH:30]=[CH:29][C:28]([O:31][CH3:32])=[CH:27][CH:26]=2)[C:10]=1[C:33]([OH:35])=O)[C:2]1[CH:7]=[CH:6][CH:5]=[CH:4][CH:3]=1.Cl.[CH3:37][NH:38][CH3:39].C[CH2:41][N:42](C(C)C)[CH:43](C)C.CN(C(ON1N=NC2C=CC=NC1=2)=[N+](C)C)C.F[P-](F)(F)(F)(F)F. The yield is 1.00. The product is [CH2:1]([O:8][C:9]1[C:13]([O:14][CH2:15][C:16]2[CH:17]=[CH:18][CH:19]=[CH:20][CH:21]=2)=[C:12]([C:22]([N:38]([CH3:39])[CH3:37])=[O:23])[N:11]([C:25]2[CH:30]=[CH:29][C:28]([O:31][CH3:32])=[CH:27][CH:26]=2)[C:10]=1[C:33]([N:42]([CH3:43])[CH3:41])=[O:35])[C:2]1[CH:7]=[CH:6][CH:5]=[CH:4][CH:3]=1. The catalyst is CN(C=O)C. (3) The reactants are [F:1][C:2]1[CH:7]=[CH:6][CH:5]=[C:4]([N+:8]([O-])=[O:9])[C:3]=1[NH:11][C:12](=[O:19])[CH2:13][C:14]([O:16][CH2:17][CH3:18])=[O:15].CC(C)([O-])C.[K+].Cl. The catalyst is CN(C)C=O. The product is [F:1][C:2]1[C:3]2[C:4]([CH:5]=[CH:6][CH:7]=1)=[N+:8]([O-:9])[C:13]([C:14]([O:16][CH2:17][CH3:18])=[O:15])=[C:12]([OH:19])[N:11]=2. The yield is 0.750. (4) The reactants are Br[CH2:2][C:3]1[C:4]([C:24]([F:27])([F:26])[F:25])=[N:5][N:6]([C:14]2[CH:19]=[CH:18][C:17]([S:20]([NH2:23])(=[O:22])=[O:21])=[CH:16][CH:15]=2)[C:7]=1[C:8]1[CH:13]=[CH:12][CH:11]=[CH:10][CH:9]=1.N1C(C)=CC(C)=CC=1C.CS(C)=[O:39]. No catalyst specified. The product is [CH:2]([C:3]1[C:4]([C:24]([F:27])([F:26])[F:25])=[N:5][N:6]([C:14]2[CH:19]=[CH:18][C:17]([S:20]([NH2:23])(=[O:22])=[O:21])=[CH:16][CH:15]=2)[C:7]=1[C:8]1[CH:13]=[CH:12][CH:11]=[CH:10][CH:9]=1)=[O:39]. The yield is 0.660.